Dataset: Full USPTO retrosynthesis dataset with 1.9M reactions from patents (1976-2016). Task: Predict the reactants needed to synthesize the given product. (1) Given the product [P:5]([O-:25])([O:7][CH2:8][CH:9]([CH2:14][CH3:15])[CH2:10][CH2:11][CH2:12][CH3:13])([O:16][CH2:17][CH:18]([CH2:23][CH3:24])[CH2:19][CH2:20][CH2:21][CH3:22])=[O:6].[La+3:2].[CH2:14]([CH:9]([CH2:10][CH2:11][CH2:12][CH3:13])[CH2:8][O:7][P:5]([O-:25])([O:16][CH2:17][CH:18]([CH2:23][CH3:24])[CH2:19][CH2:20][CH2:21][CH3:22])=[O:6])[CH3:15].[CH2:14]([CH:9]([CH2:10][CH2:11][CH2:12][CH3:13])[CH2:8][O:7][P:5]([O-:25])([O:16][CH2:17][CH:18]([CH2:23][CH3:24])[CH2:19][CH2:20][CH2:21][CH3:22])=[O:6])[CH3:15], predict the reactants needed to synthesize it. The reactants are: [OH-].[La+3:2].[OH-].[OH-].[P:5]([O-:25])([O:16][CH2:17][CH:18]([CH2:23][CH3:24])[CH2:19][CH2:20][CH2:21][CH3:22])([O:7][CH2:8][CH:9]([CH2:14][CH3:15])[CH2:10][CH2:11][CH2:12][CH3:13])=[O:6]. (2) Given the product [NH:8]1[C:12]2=[N:13][CH:14]=[CH:15][CH:16]=[C:11]2[C:10]2([C:28]3[C:19](=[CH:20][C:21]4[O:26][CH2:25][CH2:24][O:23][C:22]=4[CH:27]=3)[O:18][CH2:17]2)[C:9]1=[O:29], predict the reactants needed to synthesize it. The reactants are: C1(C(C2C=CC=CC=2)[N:8]2[C:12]3=[N:13][CH:14]=[CH:15][CH:16]=[C:11]3[C:10]3([C:28]4[C:19](=[CH:20][C:21]5[O:26][CH2:25][CH2:24][O:23][C:22]=5[CH:27]=4)[O:18][CH2:17]3)[C:9]2=[O:29])C=CC=CC=1.C([SiH](CC)CC)C. (3) The reactants are: [H-].[Na+].[CH3:3][O:4][C:5](=[O:23])[C:6]1[CH:11]=[C:10]([N+:12]([O-:14])=[O:13])[CH:9]=[C:8]([NH:15][C:16](=[O:22])[CH2:17][CH2:18][CH2:19][CH2:20]Cl)[CH:7]=1.CO. Given the product [CH3:3][O:4][C:5](=[O:23])[C:6]1[CH:7]=[C:8]([N:15]2[CH2:20][CH2:19][CH2:18][CH2:17][C:16]2=[O:22])[CH:9]=[C:10]([N+:12]([O-:14])=[O:13])[CH:11]=1, predict the reactants needed to synthesize it. (4) Given the product [ClH:14].[ClH:25].[C:19]([CH2:21][CH2:22][N:23]([CH3:24])[C:16](=[O:17])[CH2:6][N:8]1[CH2:9][CH2:10][NH:11][CH2:12][CH2:13]1)#[N:20], predict the reactants needed to synthesize it. The reactants are: C(O[C:6]([N:8]1[CH2:13][CH2:12][NH:11][CH2:10][CH2:9]1)=O)(C)(C)C.[Cl:14]C[C:16](Cl)=[O:17].[C:19]([CH2:21][CH2:22][NH:23][CH3:24])#[N:20].[ClH:25].Cl.COCC(NC(=O)CN1CCNCC1)C. (5) Given the product [Cl:1][C:2]1[N:3]=[N:4][C:5]([O:17][CH2:16][CH2:15][C:9]2[CH:14]=[CH:13][CH:12]=[CH:11][CH:10]=2)=[CH:6][CH:7]=1, predict the reactants needed to synthesize it. The reactants are: [Cl:1][C:2]1[N:3]=[N:4][C:5](Cl)=[CH:6][CH:7]=1.[C:9]1([CH2:15][CH2:16][OH:17])[CH:14]=[CH:13][CH:12]=[CH:11][CH:10]=1.[H-].[Na+]. (6) Given the product [CH3:38][O:37][C:17]1[CH:18]=[C:19]2[C:24](=[CH:25][C:16]=1[O:15][CH2:14][CH:11]1[CH2:12][CH2:13][NH:8][CH2:9][CH2:10]1)[N:23]=[CH:22][N:21]=[C:20]2[O:26][C:27]1[CH:28]=[C:29]2[C:33](=[CH:34][CH:35]=1)[NH:32][CH:31]=[C:30]2[CH3:36], predict the reactants needed to synthesize it. The reactants are: C(OC([N:8]1[CH2:13][CH2:12][CH:11]([CH2:14][O:15][C:16]2[CH:25]=[C:24]3[C:19]([C:20]([O:26][C:27]4[CH:28]=[C:29]5[C:33](=[CH:34][CH:35]=4)[NH:32][CH:31]=[C:30]5[CH3:36])=[N:21][CH:22]=[N:23]3)=[CH:18][C:17]=2[O:37][CH3:38])[CH2:10][CH2:9]1)=O)(C)(C)C.C(O)(C(F)(F)F)=O. (7) Given the product [F:27][C:24]1[CH:23]=[CH:22][C:21]([CH:20]([C:28]2[CH:33]=[CH:32][C:31]([F:34])=[CH:30][CH:29]=2)[N:16]2[CH2:15][CH2:14][C:13](=[N:12][O:11][CH2:10][C:7]3[CH:8]=[CH:9][C:2]([F:1])=[C:3]([CH:6]=3)[C:4]#[N:5])[CH2:18][CH2:17]2)=[CH:26][CH:25]=1, predict the reactants needed to synthesize it. The reactants are: [F:1][C:2]1[CH:9]=[CH:8][C:7]([CH2:10][O:11][N:12]=[C:13]2[CH2:18][CH2:17][NH:16][CH2:15][CH2:14]2)=[CH:6][C:3]=1[C:4]#[N:5].Cl[CH:20]([C:28]1[CH:33]=[CH:32][C:31]([F:34])=[CH:30][CH:29]=1)[C:21]1[CH:26]=[CH:25][C:24]([F:27])=[CH:23][CH:22]=1.C([O-])([O-])=O.[K+].[K+]. (8) Given the product [F:20][C:2]([F:19])([F:1])[C:3]1[CH:4]=[CH:5][C:6]([CH:9]([NH:11][C:12]([N:14]2[CH2:15][CH:16]([NH:18][CH:29]([CH3:30])[CH2:28][C:23]3[CH:24]=[CH:25][CH:26]=[CH:27][C:22]=3[CH3:21])[CH2:17]2)=[O:13])[CH3:10])=[CH:7][CH:8]=1, predict the reactants needed to synthesize it. The reactants are: [F:1][C:2]([F:20])([F:19])[C:3]1[CH:8]=[CH:7][C:6]([CH:9]([NH:11][C:12]([N:14]2[CH2:17][CH:16]([NH2:18])[CH2:15]2)=[O:13])[CH3:10])=[CH:5][CH:4]=1.[CH3:21][C:22]1[CH:27]=[CH:26][CH:25]=[CH:24][C:23]=1[CH2:28][C:29](=O)[CH3:30].C([BH3-])#N.[Na+].N.